Task: Predict which catalyst facilitates the given reaction.. Dataset: Catalyst prediction with 721,799 reactions and 888 catalyst types from USPTO (1) Reactant: [C:1](=O)([O-])[O-].[K+].[K+].[Cl:7][C:8]1[CH:17]=[CH:16][C:11]([C:12]([O:14][CH3:15])=[O:13])=[C:10]([NH:18][S:19]([CH3:22])(=[O:21])=[O:20])[CH:9]=1.CI. Product: [Cl:7][C:8]1[CH:17]=[CH:16][C:11]([C:12]([O:14][CH3:15])=[O:13])=[C:10]([N:18]([CH3:1])[S:19]([CH3:22])(=[O:20])=[O:21])[CH:9]=1. The catalyst class is: 21. (2) Reactant: C(OC(=O)[NH:7][CH2:8][CH2:9][S:10]([C:13]1[C:14]2[CH:15]=[CH:16][N:17]=[CH:18][C:19]=2[CH:20]=[C:21]([C:23]2[CH:28]=[CH:27][C:26]([O:29][CH3:30])=[CH:25][CH:24]=2)[CH:22]=1)(=[O:12])=[O:11])(C)(C)C.[ClH:32]. Product: [ClH:32].[ClH:32].[CH3:30][O:29][C:26]1[CH:25]=[CH:24][C:23]([C:21]2[CH:22]=[C:13]([S:10]([CH2:9][CH2:8][NH2:7])(=[O:12])=[O:11])[C:14]3[CH:15]=[CH:16][N:17]=[CH:18][C:19]=3[CH:20]=2)=[CH:28][CH:27]=1. The catalyst class is: 71. (3) Reactant: [C:12]([O:11][C:9](O[C:9]([O:11][C:12]([CH3:15])([CH3:14])[CH3:13])=[O:10])=[O:10])([CH3:15])([CH3:14])[CH3:13].C(N(CC)CC)C.[NH2:23][C:24]1[CH:25]=[C:26]([OH:30])[CH:27]=[CH:28][CH:29]=1.C([O-])(O)=O.[Na+]. Product: [C:12]([O:11][C:9](=[O:10])[NH:23][C:24]1[CH:29]=[CH:28][CH:27]=[C:26]([OH:30])[CH:25]=1)([CH3:13])([CH3:14])[CH3:15]. The catalyst class is: 7. (4) Reactant: [Cl:1][C:2]1[C:7]2[N:8]=[C:9]([CH2:12][O:13][CH2:14][CH3:15])[N:10]([NH2:11])[C:6]=2[C:5]([CH3:16])=[C:4]([CH3:17])[N:3]=1.[C:18]1(=O)[CH2:23][CH2:22][CH2:21][CH2:20][CH2:19]1.C1(C)C=CC(S([O-])(=O)=O)=CC=1.[NH+]1C=CC=CC=1. Product: [Cl:1][C:2]1[C:7]2[N:8]=[C:9]([CH2:12][O:13][CH2:14][CH3:15])[N:10]([N:11]=[C:18]3[CH2:23][CH2:22][CH2:21][CH2:20][CH2:19]3)[C:6]=2[C:5]([CH3:16])=[C:4]([CH3:17])[N:3]=1. The catalyst class is: 10. (5) Reactant: B([C:4]1[CH:15]=[C:14]([Cl:16])[CH:13]=[CH:12][C:5]=1[O:6][C@@H:7]([CH3:11])[C:8]([OH:10])=[O:9])(O)O.Br[C:18]1[CH:32]=[CH:31][C:21]([C:22]([N:24]([CH:28]([CH3:30])[CH3:29])[CH:25]([CH3:27])[CH3:26])=[O:23])=[C:20]([F:33])[CH:19]=1.C(=O)([O-])[O-].[Na+].[Na+]. Product: [CH3:27][CH:25]([N:24]([CH:28]([CH3:30])[CH3:29])[C:22]([C:21]1[CH:31]=[CH:32][C:18]([C:4]2[CH:15]=[C:14]([Cl:16])[CH:13]=[CH:12][C:5]=2[O:6][C@@H:7]([CH3:11])[C:8]([OH:10])=[O:9])=[CH:19][C:20]=1[F:33])=[O:23])[CH3:26]. The catalyst class is: 294. (6) Reactant: [C:1](OC1C=CC2C=C(C)SC=2C=1)(=[O:3])C.C(Cl)(=O)C(Cl)=O.[Al+3].[Cl-].[Cl-].[Cl-].C[O:26][C:27]1[CH:28]=[CH:29][C:30]2[C:34]([C:35](Cl)=[O:36])=[C:33]([CH3:38])[S:32][C:31]=2[CH:39]=1.C([O-])([O-])=O.[K+].[K+]. Product: [OH:26][C:27]1[CH:28]=[CH:29][C:30]2[C:34]([C:35]([O:3][CH3:1])=[O:36])=[C:33]([CH3:38])[S:32][C:31]=2[CH:39]=1. The catalyst class is: 5. (7) Reactant: C(=S)=S.[Cl:4][CH2:5][C:6](Cl)=[O:7].[Cl:9][C:10]1[CH:15]=[CH:14][C:13]([C:16]2[S:17][C:18]([CH3:21])=[CH:19][CH:20]=2)=[CH:12][CH:11]=1. Product: [Cl:4][CH2:5][C:6]([C:19]1[CH:20]=[C:16]([C:13]2[CH:14]=[CH:15][C:10]([Cl:9])=[CH:11][CH:12]=2)[S:17][C:18]=1[CH3:21])=[O:7]. The catalyst class is: 6. (8) Reactant: [CH3:1][N:2]1[CH2:7][CH2:6][CH:5]([NH:8][CH2:9][C:10]2[CH:19]=[CH:18][C:13]([C:14]([O:16][CH3:17])=[O:15])=[CH:12][CH:11]=2)[CH2:4][CH2:3]1.[C:20]1([CH2:26][C:27](Cl)=[O:28])[CH:25]=[CH:24][CH:23]=[CH:22][CH:21]=1. Product: [C:20]1([CH2:26][C:27]([N:8]([CH2:9][C:10]2[CH:19]=[CH:18][C:13]([C:14]([O:16][CH3:17])=[O:15])=[CH:12][CH:11]=2)[CH:5]2[CH2:6][CH2:7][N:2]([CH3:1])[CH2:3][CH2:4]2)=[O:28])[CH:25]=[CH:24][CH:23]=[CH:22][CH:21]=1. The catalyst class is: 100.